From a dataset of Full USPTO retrosynthesis dataset with 1.9M reactions from patents (1976-2016). Predict the reactants needed to synthesize the given product. (1) Given the product [CH3:2][C:1]1[O:3][C:6]([C:8]2[CH:35]=[C:11]3[CH2:12][N:13]([C:17]([O:19][CH2:20][C:21]4[CH:26]=[C:25]([C:27]([F:28])([F:30])[F:29])[CH:24]=[C:23]([C:31]([F:32])([F:34])[F:33])[CH:22]=4)=[O:18])[CH2:14][CH2:15][CH2:16][N:10]3[N:9]=2)=[N:5][N:4]=1, predict the reactants needed to synthesize it. The reactants are: [C:1]([NH:4][NH:5][C:6]([C:8]1[CH:35]=[C:11]2[CH2:12][N:13]([C:17]([O:19][CH2:20][C:21]3[CH:26]=[C:25]([C:27]([F:30])([F:29])[F:28])[CH:24]=[C:23]([C:31]([F:34])([F:33])[F:32])[CH:22]=3)=[O:18])[CH2:14][CH2:15][CH2:16][N:10]2[N:9]=1)=O)(=[O:3])[CH3:2]. (2) The reactants are: [CH3:1][O:2][C:3]1[C:8]([C:9]#[C:10][C:11]2[CH:12]=[N:13][C:14]([NH2:17])=[N:15][CH:16]=2)=[CH:7][CH:6]=[CH:5][C:4]=1[N+:18]([O-])=O.O.CO.CCOC(C)=O.C(=O)([O-])[O-].[K+].[K+]. Given the product [NH2:18][C:4]1[CH:5]=[CH:6][CH:7]=[C:8]([C:9]#[C:10][C:11]2[CH:16]=[N:15][C:14]([NH2:17])=[N:13][CH:12]=2)[C:3]=1[O:2][CH3:1], predict the reactants needed to synthesize it. (3) Given the product [CH:31]1([C:13]2[CH:12]=[C:11]([CH2:22][OH:24])[CH:10]=[C:9]([O:27][CH2:28][CH2:29][CH3:30])[C:8]=2[C:5]2[CH:4]=[CH:3][C:2]([F:1])=[CH:7][CH:6]=2)[CH2:33][CH2:32]1, predict the reactants needed to synthesize it. The reactants are: [F:1][C:2]1[CH:7]=[CH:6][C:5]([C:8]2[C:13](OS(C(F)(F)F)(=O)=O)=[CH:12][C:11]([C:22]([O:24]CC)=O)=[CH:10][C:9]=2[O:27][CH2:28][CH2:29][CH3:30])=[CH:4][CH:3]=1.[CH:31]1(B(O)O)[CH2:33][CH2:32]1.C1(P(C2CCCCC2)C2C=CC=CC=2C2C(OC)=CC=CC=2OC)CCCCC1.C(=O)([O-])[O-].[Na+].[Na+]. (4) The reactants are: Cl[C:2]1[CH:7]=[C:6]([C:8]2[CH:13]=[CH:12][CH:11]=[CH:10][CH:9]=2)[N:5]=[C:4]([NH:14][C:15](=[O:32])[CH2:16][CH2:17][C:18]([C:20]2[CH:25]=[CH:24][C:23]([O:26][CH2:27][CH3:28])=[C:22]([O:29][CH2:30][CH3:31])[CH:21]=2)=[O:19])[CH:3]=1.C1(C2C=CC=CC=2)C=CC=CC=1P(C1CCCCC1)C1CCCCC1.C(=O)([O-])[O-].[K+].[K+].CC1(C)C(C)(C)OB([C:72]2[CH:73]=[C:74]([CH2:78][C:79]#[N:80])[CH:75]=[CH:76][CH:77]=2)O1. Given the product [C:79]([CH2:78][C:74]1[CH:73]=[C:72]([C:2]2[CH:7]=[C:6]([C:8]3[CH:13]=[CH:12][CH:11]=[CH:10][CH:9]=3)[N:5]=[C:4]([NH:14][C:15](=[O:32])[CH2:16][CH2:17][C:18]([C:20]3[CH:25]=[CH:24][C:23]([O:26][CH2:27][CH3:28])=[C:22]([O:29][CH2:30][CH3:31])[CH:21]=3)=[O:19])[CH:3]=2)[CH:77]=[CH:76][CH:75]=1)#[N:80], predict the reactants needed to synthesize it. (5) Given the product [C:1]12([CH:8]=[O:9])[CH2:7][CH:6]1[CH2:5][CH2:4][CH2:3][CH2:2]2, predict the reactants needed to synthesize it. The reactants are: [C:1]12([CH2:8][OH:9])[CH2:7][CH:6]1[CH2:5][CH2:4][CH2:3][CH2:2]2.CC(OI1(OC(C)=O)(OC(C)=O)OC(=O)C2C=CC=CC1=2)=O.S([O-])([O-])(=O)=S.[Na+].[Na+].